This data is from Reaction yield outcomes from USPTO patents with 853,638 reactions. The task is: Predict the reaction yield, written as a fraction of the theoretical maximum amount of product (1.0 means a 100% yield; for example, 0.34 means a 34% yield). (1) The reactants are [C:1]([C:3]1[CH:8]=[CH:7][C:6]([CH:9]([CH3:15])[C:10]([O:12]CC)=[O:11])=[CH:5][C:4]=1[O:16][CH3:17])#[N:2].O1CCCC1.O.[OH-].[Na+]. The catalyst is C(OCC)(=O)C.C(O)(=O)C. The product is [C:1]([C:3]1[CH:8]=[CH:7][C:6]([CH:9]([CH3:15])[C:10]([OH:12])=[O:11])=[CH:5][C:4]=1[O:16][CH3:17])#[N:2]. The yield is 0.960. (2) The catalyst is C1COCC1. The yield is 0.850. The product is [C:17]([O:16][C:14]([NH:21][C:22]1[CH:23]=[CH:24][C:25]([N:28]2[C:6](=[O:8])[C:5]3[C:4](=[CH:13][CH:12]=[CH:11][CH:10]=3)[NH:1][C:2]2=[O:3])=[CH:26][CH:27]=1)=[O:15])([CH3:20])([CH3:18])[CH3:19]. The reactants are [N:1]([C:4]1[CH:13]=[CH:12][CH:11]=[CH:10][C:5]=1[C:6]([O:8]C)=O)=[C:2]=[O:3].[C:14]([NH:21][C:22]1[CH:27]=[CH:26][C:25]([NH2:28])=[CH:24][CH:23]=1)([O:16][C:17]([CH3:20])([CH3:19])[CH3:18])=[O:15].CCN(C(C)C)C(C)C.C1CCN2C(=NCCC2)CC1. (3) The reactants are [S:1]1[CH:5]=[CH:4][C:3]2[C:6](=O)[CH2:7][CH2:8][C:2]1=2.[N:10]([C:13]1[CH:18]=[CH:17][CH:16]=[CH:15][C:14]=1[O:19][CH3:20])=[C:11]=S.C[Si](C)(C)[Si](C)(C)C.[Li].O.[NH2:31][NH2:32]. The catalyst is C1COCC1.O.C(O)(=O)C. The product is [S:1]1[CH:5]=[CH:4][C:3]2[C:6]3[NH:31][N:32]=[C:11]([NH:10][C:13]4[CH:18]=[CH:17][CH:16]=[CH:15][C:14]=4[O:19][CH3:20])[C:7]=3[CH2:8][C:2]1=2. The yield is 0.330. (4) The reactants are [Cl:1][C:2]1[CH:7]=[C:6]([O:8][CH3:9])[CH:5]=[C:4]([F:10])[C:3]=1[C:11]1[N:12]=[C:13]([NH2:16])[S:14][CH:15]=1.Cl.[C:18](Cl)(=[O:25])[C:19]1[CH:24]=[CH:23][N:22]=[CH:21][CH:20]=1. The catalyst is C(Cl)Cl.CN(C1C=CN=CC=1)C. The product is [Cl:1][C:2]1[CH:7]=[C:6]([O:8][CH3:9])[CH:5]=[C:4]([F:10])[C:3]=1[C:11]1[N:12]=[C:13]([NH:16][C:18](=[O:25])[C:19]2[CH:24]=[CH:23][N:22]=[CH:21][CH:20]=2)[S:14][CH:15]=1. The yield is 0.420. (5) The reactants are [F:1][C:2]1[CH:7]=[C:6]([N+:8]([O-:10])=[O:9])[C:5]([F:11])=[CH:4][C:3]=1[CH:12]([CH3:16])[C:13]([OH:15])=[O:14].[CH3:17]O. The catalyst is Cl. The product is [F:1][C:2]1[CH:7]=[C:6]([N+:8]([O-:10])=[O:9])[C:5]([F:11])=[CH:4][C:3]=1[CH:12]([CH3:16])[C:13]([O:15][CH3:17])=[O:14]. The yield is 0.900.